Task: Predict the product of the given reaction.. Dataset: Forward reaction prediction with 1.9M reactions from USPTO patents (1976-2016) (1) Given the reactants [CH3:1][NH:2][C:3]1[CH:8]=[CH:7][CH:6]=[CH:5][CH:4]=1.Cl[S:10]([N:13]=[C:14]=[O:15])(=[O:12])=[O:11].[Cl-].[Al+3].[Cl-].[Cl-], predict the reaction product. The product is: [CH3:1][N:2]1[C:3]2[CH:8]=[CH:7][CH:6]=[CH:5][C:4]=2[S:10](=[O:12])(=[O:11])[NH:13][C:14]1=[O:15]. (2) Given the reactants [Cl:1][C:2]1[CH:10]=[C:6]([C:7]([OH:9])=O)[C:5]([OH:11])=[CH:4][CH:3]=1.[CH3:12][C:13]1[C:19]([C:20]([F:23])([F:22])[F:21])=[CH:18][CH:17]=[CH:16][C:14]=1[NH2:15], predict the reaction product. The product is: [Cl:1][C:2]1[CH:3]=[CH:4][C:5]([OH:11])=[C:6]([CH:10]=1)[C:7]([NH:15][C:14]1[CH:16]=[CH:17][CH:18]=[C:19]([C:20]([F:21])([F:22])[F:23])[C:13]=1[CH3:12])=[O:9]. (3) Given the reactants Cl.[NH2:2][C:3]1[NH:7][CH:6]=[N:5][C:4]=1[C:8]([NH2:10])=[O:9].C(N(CC)CC)C.C(O)(=O)C.[C:22]([NH:29][CH2:30][CH:31]=O)([O:24][C:25]([CH3:28])([CH3:27])[CH3:26])=[O:23].C([BH3-])#N.[Na+].C(=O)(O)[O-].[Na+], predict the reaction product. The product is: [C:8]([C:4]1[NH:5][CH:6]=[N:7][C:3]=1[NH:2][CH2:31][CH2:30][NH:29][C:22](=[O:23])[O:24][C:25]([CH3:28])([CH3:27])[CH3:26])(=[O:9])[NH2:10]. (4) Given the reactants [Cl:1][C:2]1[CH:7]=[CH:6][C:5]([NH:8][C:9]([C:11]2[CH:21]=[CH:20][C:14]([C:15](=[NH:19])OCC)=[CH:13][CH:12]=2)=[O:10])=[CH:4][C:3]=1[C:22]1[CH:27]=[CH:26][CH:25]=[CH:24][N:23]=1.[NH:28]1[CH2:33][CH2:32][CH2:31][CH2:30][CH2:29]1, predict the reaction product. The product is: [Cl:1][C:2]1[CH:7]=[CH:6][C:5]([NH:8][C:9](=[O:10])[C:11]2[CH:12]=[CH:13][C:14]([C:15](=[NH:19])[N:28]3[CH2:33][CH2:32][CH2:31][CH2:30][CH2:29]3)=[CH:20][CH:21]=2)=[CH:4][C:3]=1[C:22]1[CH:27]=[CH:26][CH:25]=[CH:24][N:23]=1. (5) Given the reactants Br[C:2]1[CH:3]=[C:4]([C@H:9]([N:24]([CH3:35])[C:25](=[O:34])[O:26][CH2:27][C:28]2[CH:33]=[CH:32][CH:31]=[CH:30][CH:29]=2)[CH2:10][N:11]2[CH2:15][CH2:14][C@H:13]([O:16][Si:17]([C:20]([CH3:23])([CH3:22])[CH3:21])([CH3:19])[CH3:18])[CH2:12]2)[CH:5]=[CH:6][C:7]=1[F:8].[CH3:36][N:37](C)C=O, predict the reaction product. The product is: [CH2:27]([O:26][C:25](=[O:34])[N:24]([C@@H:9]([C:4]1[CH:5]=[CH:6][C:7]([F:8])=[C:2]([C:36]#[N:37])[CH:3]=1)[CH2:10][N:11]1[CH2:15][CH2:14][C@H:13]([O:16][Si:17]([C:20]([CH3:23])([CH3:22])[CH3:21])([CH3:19])[CH3:18])[CH2:12]1)[CH3:35])[C:28]1[CH:33]=[CH:32][CH:31]=[CH:30][CH:29]=1. (6) Given the reactants Br[C:2]1C=C(N[C@@H]2CCCN(C(OC(C)(C)C)=O)C2)C(OC)=N[CH:7]=1.Cl[CH2:25][C:26]([N:28]1CC[CH2:31][C@@H:30]([NH:34][C:35]2[C:40](=[O:41])[NH:39][CH:38]=[C:37]([C:42]3[CH:47]=[CH:46][N:45]=[CH:44][CH:43]=3)[CH:36]=2)[CH2:29]1)=[O:27], predict the reaction product. The product is: [C:26]([N:28]1[CH2:31][CH:30]([NH:34][C:35]2[C:40](=[O:41])[NH:39][CH:38]=[C:37]([C:42]3[CH:47]=[CH:46][N:45]=[CH:44][CH:43]=3)[CH:36]=2)[CH2:29]1)(=[O:27])/[CH:25]=[CH:2]/[CH3:7]. (7) The product is: [CH3:2][O:3][N:4]([CH3:5])[C:50](=[O:52])[CH2:49][CH:46]1[CH2:45][CH2:44][N:43]([C:41]([O:40][C:36]([CH3:37])([CH3:38])[CH3:39])=[O:42])[CH2:48][CH2:47]1. Given the reactants Cl.[CH3:2][O:3][NH:4][CH3:5].Cl.C(N=C=NCCCN(C)C)C.O.N1(O)C2C=CC=CC=2N=N1.C(N(CC)CC)C.[C:36]([O:40][C:41]([N:43]1[CH2:48][CH2:47][CH:46]([CH2:49][C:50]([OH:52])=O)[CH2:45][CH2:44]1)=[O:42])([CH3:39])([CH3:38])[CH3:37], predict the reaction product.